Task: Predict the reactants needed to synthesize the given product.. Dataset: Full USPTO retrosynthesis dataset with 1.9M reactions from patents (1976-2016) (1) Given the product [CH2:15]([O:17][C:18]1[CH:23]=[CH:22][C:21]([C:2]2[CH:7]=[CH:6][C:5]([CH2:8][CH2:9][CH:10]3[O:14][CH2:13][CH2:12][O:11]3)=[CH:4][CH:3]=2)=[C:20]([F:27])[C:19]=1[F:28])[CH3:16], predict the reactants needed to synthesize it. The reactants are: Br[C:2]1[CH:7]=[CH:6][C:5]([CH2:8][CH2:9][CH:10]2[O:14][CH2:13][CH2:12][O:11]2)=[CH:4][CH:3]=1.[CH2:15]([O:17][C:18]1[CH:23]=[CH:22][C:21](B(O)O)=[C:20]([F:27])[C:19]=1[F:28])[CH3:16].C(=O)([O-])[O-].[K+].[K+].C1(C)C=CC=CC=1. (2) Given the product [C:16]([O:15][C:14]([N:13]([C@@H:10]([CH:11]=[CH2:12])[CH2:9][O:8][Si:1]([C:4]([CH3:7])([CH3:5])[CH3:6])([CH3:3])[CH3:2])[CH2:21][CH:22]([OH:23])[C:25](=[CH2:26])[C:24]([O:28][CH3:29])=[O:27])=[O:20])([CH3:19])([CH3:18])[CH3:17], predict the reactants needed to synthesize it. The reactants are: [Si:1]([O:8][CH2:9][C@@H:10]([N:13]([CH2:21][CH:22]=[O:23])[C:14](=[O:20])[O:15][C:16]([CH3:19])([CH3:18])[CH3:17])[CH:11]=[CH2:12])([C:4]([CH3:7])([CH3:6])[CH3:5])([CH3:3])[CH3:2].[C:24]([O:28][CH3:29])(=[O:27])[CH:25]=[CH2:26].N12CCC(CC1)CC2. (3) Given the product [Cl:1][C:2]1[CH:7]=[C:6]([F:8])[CH:5]=[CH:4][C:3]=1[CH:9]1[CH2:14][CH:13]([OH:15])[CH2:12][N:11]2[N:16]=[C:17]([NH:19][CH:20]3[CH2:21][CH2:22][N:23]([C:39]4[CH:38]=[CH:37][N:36]=[C:35]([Cl:34])[CH:40]=4)[CH2:24][CH2:25]3)[N:18]=[C:10]12, predict the reactants needed to synthesize it. The reactants are: [Cl:1][C:2]1[CH:7]=[C:6]([F:8])[CH:5]=[CH:4][C:3]=1[CH:9]1[CH2:14][CH:13]([OH:15])[CH2:12][N:11]2[N:16]=[C:17]([NH:19][CH:20]3[CH2:25][CH2:24][N:23](C(OC(C)(C)C)=O)[CH2:22][CH2:21]3)[N:18]=[C:10]12.Cl.[Cl:34][C:35]1[CH:40]=[C:39](F)[CH:38]=[CH:37][N:36]=1.